This data is from Catalyst prediction with 721,799 reactions and 888 catalyst types from USPTO. The task is: Predict which catalyst facilitates the given reaction. (1) The catalyst class is: 17. Product: [CH3:24][O:25][C:26](=[O:29])[CH2:27][NH:28][C:4]([C:3]1[CH:7]=[CH:8][N:9]=[CH:10][C:2]=1[NH2:1])=[O:6]. Reactant: [NH2:1][C:2]1[CH:10]=[N:9][CH:8]=[CH:7][C:3]=1[C:4]([OH:6])=O.C(N1C=CN=C1)(N1C=CN=C1)=O.Cl.[CH3:24][O:25][C:26](=[O:29])[CH2:27][NH2:28]. (2) Reactant: C(O[C:5](=[O:7])[CH3:6])(=O)C.[NH2:8][CH:9]1[CH2:14][C:13]([CH3:16])([CH3:15])[NH:12][C:11]([CH3:18])([CH3:17])[CH2:10]1. Product: [C:5]([NH:8][CH:9]1[CH2:10][C:11]([CH3:18])([CH3:17])[NH:12][C:13]([CH3:16])([CH3:15])[CH2:14]1)(=[O:7])[CH3:6]. The catalyst class is: 28. (3) Reactant: [Cl:1][C:2]1[CH:22]=[CH:21][C:5]([CH2:6][NH:7][C:8]([C:10]2[C:11]([OH:20])=[C:12]3[CH:18]=[C:17]([I:19])[S:16][C:13]3=[N:14][CH:15]=2)=[O:9])=[CH:4][CH:3]=1.[C:23]([O-])([O-])=O.[K+].[K+].IC. Product: [Cl:1][C:2]1[CH:3]=[CH:4][C:5]([CH2:6][NH:7][C:8]([C:10]2[C:11](=[O:20])[C:12]3[CH:18]=[C:17]([I:19])[S:16][C:13]=3[N:14]([CH3:23])[CH:15]=2)=[O:9])=[CH:21][CH:22]=1. The catalyst class is: 3.